From a dataset of NCI-60 drug combinations with 297,098 pairs across 59 cell lines. Regression. Given two drug SMILES strings and cell line genomic features, predict the synergy score measuring deviation from expected non-interaction effect. (1) Drug 1: C1CC(=O)NC(=O)C1N2C(=O)C3=CC=CC=C3C2=O. Drug 2: N.N.Cl[Pt+2]Cl. Cell line: NCI-H322M. Synergy scores: CSS=-2.66, Synergy_ZIP=0.186, Synergy_Bliss=-1.59, Synergy_Loewe=-4.54, Synergy_HSA=-3.71. (2) Drug 1: CC1C(C(=O)NC(C(=O)N2CCCC2C(=O)N(CC(=O)N(C(C(=O)O1)C(C)C)C)C)C(C)C)NC(=O)C3=C4C(=C(C=C3)C)OC5=C(C(=O)C(=C(C5=N4)C(=O)NC6C(OC(=O)C(N(C(=O)CN(C(=O)C7CCCN7C(=O)C(NC6=O)C(C)C)C)C)C(C)C)C)N)C. Drug 2: CC1CCC2CC(C(=CC=CC=CC(CC(C(=O)C(C(C(=CC(C(=O)CC(OC(=O)C3CCCCN3C(=O)C(=O)C1(O2)O)C(C)CC4CCC(C(C4)OC)OCCO)C)C)O)OC)C)C)C)OC. Cell line: T-47D. Synergy scores: CSS=14.3, Synergy_ZIP=-3.04, Synergy_Bliss=-0.681, Synergy_Loewe=-1.84, Synergy_HSA=-0.327. (3) Drug 1: COC1=C(C=C2C(=C1)N=CN=C2NC3=CC(=C(C=C3)F)Cl)OCCCN4CCOCC4. Drug 2: C1=NC2=C(N=C(N=C2N1C3C(C(C(O3)CO)O)O)F)N. Cell line: SK-OV-3. Synergy scores: CSS=40.4, Synergy_ZIP=-1.71, Synergy_Bliss=-1.70, Synergy_Loewe=-8.23, Synergy_HSA=-0.455. (4) Synergy scores: CSS=23.0, Synergy_ZIP=-4.55, Synergy_Bliss=6.19, Synergy_Loewe=-2.04, Synergy_HSA=3.44. Cell line: T-47D. Drug 2: C1=CC(=CC=C1CC(C(=O)O)N)N(CCCl)CCCl.Cl. Drug 1: CC1=C(C=C(C=C1)NC2=NC=CC(=N2)N(C)C3=CC4=NN(C(=C4C=C3)C)C)S(=O)(=O)N.Cl. (5) Drug 1: CC12CCC(CC1=CCC3C2CCC4(C3CC=C4C5=CN=CC=C5)C)O. Drug 2: CN(C)C1=NC(=NC(=N1)N(C)C)N(C)C. Cell line: SF-268. Synergy scores: CSS=-3.04, Synergy_ZIP=1.64, Synergy_Bliss=2.32, Synergy_Loewe=-6.66, Synergy_HSA=-3.97. (6) Drug 1: CN(CC1=CN=C2C(=N1)C(=NC(=N2)N)N)C3=CC=C(C=C3)C(=O)NC(CCC(=O)O)C(=O)O. Drug 2: CN1C=C(C=N1)C2=C3N=C(C(=C(N3N=C2)N)Br)C4CCCNC4. Cell line: T-47D. Synergy scores: CSS=26.4, Synergy_ZIP=0.500, Synergy_Bliss=-6.25, Synergy_Loewe=-54.0, Synergy_HSA=-10.5.